This data is from NCI-60 drug combinations with 297,098 pairs across 59 cell lines. The task is: Regression. Given two drug SMILES strings and cell line genomic features, predict the synergy score measuring deviation from expected non-interaction effect. (1) Drug 1: C1CNP(=O)(OC1)N(CCCl)CCCl. Drug 2: C1=CC=C(C=C1)NC(=O)CCCCCCC(=O)NO. Cell line: HCT116. Synergy scores: CSS=50.4, Synergy_ZIP=4.79, Synergy_Bliss=5.04, Synergy_Loewe=-35.0, Synergy_HSA=5.49. (2) Drug 1: C1=NC2=C(N=C(N=C2N1C3C(C(C(O3)CO)O)F)Cl)N. Drug 2: CCC1(CC2CC(C3=C(CCN(C2)C1)C4=CC=CC=C4N3)(C5=C(C=C6C(=C5)C78CCN9C7C(C=CC9)(C(C(C8N6C)(C(=O)OC)O)OC(=O)C)CC)OC)C(=O)OC)O.OS(=O)(=O)O. Cell line: T-47D. Synergy scores: CSS=-4.19, Synergy_ZIP=3.92, Synergy_Bliss=3.61, Synergy_Loewe=-4.05, Synergy_HSA=-3.41. (3) Drug 1: CC1=C(C=C(C=C1)NC(=O)C2=CC=C(C=C2)CN3CCN(CC3)C)NC4=NC=CC(=N4)C5=CN=CC=C5. Drug 2: N.N.Cl[Pt+2]Cl. Cell line: DU-145. Synergy scores: CSS=55.7, Synergy_ZIP=5.96, Synergy_Bliss=4.80, Synergy_Loewe=-13.0, Synergy_HSA=1.92. (4) Drug 1: CC(C1=C(C=CC(=C1Cl)F)Cl)OC2=C(N=CC(=C2)C3=CN(N=C3)C4CCNCC4)N. Drug 2: C1CCC(CC1)NC(=O)N(CCCl)N=O. Cell line: MCF7. Synergy scores: CSS=14.3, Synergy_ZIP=-6.28, Synergy_Bliss=1.88, Synergy_Loewe=-2.05, Synergy_HSA=1.27. (5) Drug 1: CC1C(C(=O)NC(C(=O)N2CCCC2C(=O)N(CC(=O)N(C(C(=O)O1)C(C)C)C)C)C(C)C)NC(=O)C3=C4C(=C(C=C3)C)OC5=C(C(=O)C(=C(C5=N4)C(=O)NC6C(OC(=O)C(N(C(=O)CN(C(=O)C7CCCN7C(=O)C(NC6=O)C(C)C)C)C)C(C)C)C)N)C. Drug 2: CCCCCOC(=O)NC1=NC(=O)N(C=C1F)C2C(C(C(O2)C)O)O. Cell line: KM12. Synergy scores: CSS=-9.15, Synergy_ZIP=4.78, Synergy_Bliss=1.98, Synergy_Loewe=-6.58, Synergy_HSA=-5.32. (6) Drug 1: C1CC(=O)NC(=O)C1N2C(=O)C3=CC=CC=C3C2=O. Drug 2: CC1=C(C(=O)C2=C(C1=O)N3CC4C(C3(C2COC(=O)N)OC)N4)N. Cell line: MOLT-4. Synergy scores: CSS=47.7, Synergy_ZIP=1.97, Synergy_Bliss=1.96, Synergy_Loewe=-39.9, Synergy_HSA=-0.650. (7) Drug 1: CNC(=O)C1=NC=CC(=C1)OC2=CC=C(C=C2)NC(=O)NC3=CC(=C(C=C3)Cl)C(F)(F)F. Drug 2: CCC1(C2=C(COC1=O)C(=O)N3CC4=CC5=C(C=CC(=C5CN(C)C)O)N=C4C3=C2)O.Cl. Cell line: HCC-2998. Synergy scores: CSS=22.2, Synergy_ZIP=5.06, Synergy_Bliss=5.99, Synergy_Loewe=-7.83, Synergy_HSA=4.71.